Dataset: Reaction yield outcomes from USPTO patents with 853,638 reactions. Task: Predict the reaction yield, written as a fraction of the theoretical maximum amount of product (1.0 means a 100% yield; for example, 0.34 means a 34% yield). (1) The reactants are [CH3:1][O:2][C:3]1[C:12]([NH:13][C:14](=[O:22])OC2C=CC=CC=2)=[N:11][C:10]2[C:5](=[CH:6][CH:7]=[CH:8][CH:9]=2)[N:4]=1.[N+:23]([C:26]1[CH:27]=[C:28]([N:35]2[CH2:40][CH2:39][NH:38][CH2:37][CH2:36]2)[CH:29]=[C:30]([N+:32]([O-:34])=[O:33])[CH:31]=1)([O-:25])=[O:24]. No catalyst specified. The product is [CH3:1][O:2][C:3]1[C:12]([NH:13][C:14]([N:38]2[CH2:39][CH2:40][N:35]([C:28]3[CH:29]=[C:30]([N+:32]([O-:34])=[O:33])[CH:31]=[C:26]([N+:23]([O-:25])=[O:24])[CH:27]=3)[CH2:36][CH2:37]2)=[O:22])=[N:11][C:10]2[C:5](=[CH:6][CH:7]=[CH:8][CH:9]=2)[N:4]=1. The yield is 0.545. (2) The reactants are [CH3:1][C:2]1([CH3:27])[C:6]([CH3:8])([CH3:7])[O:5][B:4]([C:9]2[CH:10]=[CH:11][C:12]3[O:18][CH2:17][CH2:16][N:15](C(OC(C)(C)C)=O)[CH2:14][C:13]=3[CH:26]=2)[O:3]1.[F:28][C:29]([F:34])([F:33])[C:30]([OH:32])=[O:31]. The catalyst is ClCCl. The product is [F:28][C:29]([F:34])([F:33])[C:30]([OH:32])=[O:31].[CH3:7][C:6]1([CH3:8])[C:2]([CH3:1])([CH3:27])[O:3][B:4]([C:9]2[CH:10]=[CH:11][C:12]3[O:18][CH2:17][CH2:16][N:15]=[CH:14][C:13]=3[CH:26]=2)[O:5]1. The yield is 1.00. (3) The reactants are [CH:1]([C:4]1[CH:9]=[CH:8][C:7]([CH:10]2[C:14]3[C:15]([CH3:21])=[C:16]([NH2:20])[C:17]([CH3:19])=[CH:18][C:13]=3[O:12][CH2:11]2)=[CH:6][CH:5]=1)([CH3:3])[CH3:2].CCCCCC.[C:28](OCC)(=[O:30])C. No catalyst specified. The product is [CH:1]([C:4]1[CH:5]=[CH:6][C:7]([CH:10]2[C:14]3[C:15]([CH3:21])=[C:16]([NH:20][CH:28]=[O:30])[C:17]([CH3:19])=[CH:18][C:13]=3[O:12][CH2:11]2)=[CH:8][CH:9]=1)([CH3:3])[CH3:2]. The yield is 0.810. (4) The reactants are C([O:8][C:9]1[N:14]=[C:13]2[S:15][C:16]([NH:18][C:19]3[NH:20][CH2:21][C:22]4([CH2:28][N:27]5[CH2:29][CH2:30][CH:24]4[CH2:25][CH2:26]5)[N:23]=3)=[N:17][C:12]2=[CH:11][CH:10]=1)C1C=CC=CC=1.FC(F)(F)C(O)=O. No catalyst specified. The product is [NH:20]1[CH2:21][C:22]2([CH2:28][N:27]3[CH2:26][CH2:25][CH:24]2[CH2:30][CH2:29]3)[N:23]=[C:19]1[NH:18][C:16]1[S:15][C:13]2[NH:14][C:9](=[O:8])[CH:10]=[CH:11][C:12]=2[N:17]=1. The yield is 0.800. (5) The reactants are I[C:2]1[CH:3]=[C:4]([O:21][C:22]([F:25])([F:24])[F:23])[CH:5]=[C:6]2[C:11]=1[O:10][CH:9]([C:12]([F:15])([F:14])[F:13])[C:8]([C:16]([O:18][CH2:19][CH3:20])=[O:17])=[CH:7]2.[C:26]1([C:32]#[CH:33])[CH:31]=[CH:30][CH:29]=[CH:28][CH:27]=1. The catalyst is C1(C)C=CC=CC=1.[Cl-].[Na+].O.[Cu]I.C1C=CC(P(C2C=CC=CC=2)[C-]2C=CC=C2)=CC=1.C1C=CC(P(C2C=CC=CC=2)[C-]2C=CC=C2)=CC=1.Cl[Pd]Cl.[Fe+2].C(Cl)Cl. The product is [C:26]1([C:32]#[C:33][C:2]2[CH:3]=[C:4]([O:21][C:22]([F:23])([F:25])[F:24])[CH:5]=[C:6]3[C:11]=2[O:10][CH:9]([C:12]([F:14])([F:15])[F:13])[C:8]([C:16]([O:18][CH2:19][CH3:20])=[O:17])=[CH:7]3)[CH:31]=[CH:30][CH:29]=[CH:28][CH:27]=1. The yield is 0.850.